Dataset: Full USPTO retrosynthesis dataset with 1.9M reactions from patents (1976-2016). Task: Predict the reactants needed to synthesize the given product. (1) Given the product [CH2:17]([N:8]([CH2:1][C:2]1[CH:3]=[CH:4][CH:5]=[CH:6][CH:7]=1)[C:9]1[C:10]([CH3:16])=[C:11]([NH:15][S:27]([CH:24]([CH3:26])[CH3:25])(=[O:29])=[O:28])[CH:12]=[CH:13][CH:14]=1)[C:18]1[CH:23]=[CH:22][CH:21]=[CH:20][CH:19]=1, predict the reactants needed to synthesize it. The reactants are: [CH2:1]([N:8]([CH2:17][C:18]1[CH:23]=[CH:22][CH:21]=[CH:20][CH:19]=1)[C:9]1[CH:14]=[CH:13][CH:12]=[C:11]([NH2:15])[C:10]=1[CH3:16])[C:2]1[CH:7]=[CH:6][CH:5]=[CH:4][CH:3]=1.[CH:24]([S:27](Cl)(=[O:29])=[O:28])([CH3:26])[CH3:25]. (2) The reactants are: [C:1]([SiH2:5][O:6][C:7]([CH3:23])([CH3:22])[C:8]1[CH:9]=[C:10]([CH2:15][CH2:16]OS(C)(=O)=O)[CH:11]=[CH:12][C:13]=1[Cl:14])([CH3:4])([CH3:3])[CH3:2].[F:24][CH:25]([F:28])[CH2:26][NH2:27].CCN(CC)CC.[CH3:36][C:37]([O:40][C:41](O[C:41]([O:40][C:37]([CH3:39])([CH3:38])[CH3:36])=[O:42])=[O:42])([CH3:39])[CH3:38]. Given the product [C:37]([O:40][C:41](=[O:42])[N:27]([CH2:16][CH2:15][C:10]1[CH:11]=[CH:12][C:13]([Cl:14])=[C:8]([C:7]([CH3:23])([CH3:22])[O:6][SiH2:5][C:1]([CH3:4])([CH3:3])[CH3:2])[CH:9]=1)[CH2:26][CH:25]([F:28])[F:24])([CH3:39])([CH3:38])[CH3:36], predict the reactants needed to synthesize it. (3) Given the product [C:1]([C:4]1[CH:12]=[C:8]2[C:7](=[CH:6][CH:5]=1)[N:13]=[CH:14][NH:23][C:9]2=[O:10])([OH:3])=[O:2], predict the reactants needed to synthesize it. The reactants are: [C:1]([C:4]1[CH:12]=[C:8]([C:9](O)=[O:10])[C:7]([NH2:13])=[CH:6][CH:5]=1)([OH:3])=[O:2].[CH:14]([O-])([O-])OC.C([O-])(=O)C.[NH4+:23].Cl. (4) Given the product [Br:1][C:2]1[CH:7]=[CH:6][C:5](/[C:8](=[N:19]\[NH:18][C:12]2[CH:17]=[CH:16][CH:15]=[CH:14][CH:13]=2)/[CH3:9])=[C:4]([F:11])[CH:3]=1.[Br:1][C:2]1[CH:7]=[CH:6][C:5](/[C:8](=[N:19]/[NH:18][C:12]2[CH:17]=[CH:16][CH:15]=[CH:14][CH:13]=2)/[CH3:9])=[C:4]([F:11])[CH:3]=1, predict the reactants needed to synthesize it. The reactants are: [Br:1][C:2]1[CH:7]=[CH:6][C:5]([C:8](=O)[CH3:9])=[C:4]([F:11])[CH:3]=1.[C:12]1([NH:18][NH2:19])[CH:17]=[CH:16][CH:15]=[CH:14][CH:13]=1. (5) Given the product [Cl:45][C:46]1[CH:54]=[C:50]([C:51]2[O:1][N:2]=[C:3]([C:5]3[CH:6]=[CH:7][C:8]([NH:11][C@H:12]4[CH2:16][CH2:15][C@@H:14]([C:17]([O:19][CH2:20][CH3:21])=[O:18])[CH2:13]4)=[CH:9][CH:10]=3)[N:4]=2)[CH:49]=[N:48][C:47]=1[O:55][CH:56]([CH3:57])[CH3:58], predict the reactants needed to synthesize it. The reactants are: [OH:1]/[N:2]=[C:3](/[C:5]1[CH:10]=[CH:9][C:8]([NH:11][C@H:12]2[CH2:16][CH2:15][C@@H:14]([C:17]([O:19][CH2:20][CH3:21])=[O:18])[CH2:13]2)=[CH:7][CH:6]=1)\[NH2:4].C(Cl)CCl.CCN(C(C)C)C(C)C.C1C=CC2N(O)N=NC=2C=1.[Cl:45][C:46]1[C:47]([O:55][CH:56]([CH3:58])[CH3:57])=[N:48][CH:49]=[C:50]([CH:54]=1)[C:51](O)=O. (6) The reactants are: [NH2:1][C:2]1[CH:7]=[N:6][C:5]([Br:8])=[CH:4][N:3]=1.ClCCl.N1C=CC=CC=1.[CH3:18][C:19]([CH3:24])([CH3:23])[C:20](Cl)=[O:21]. Given the product [Br:8][C:5]1[N:6]=[CH:7][C:2]([NH:1][C:20](=[O:21])[C:19]([CH3:24])([CH3:23])[CH3:18])=[N:3][CH:4]=1, predict the reactants needed to synthesize it. (7) Given the product [Cl:1][C:2]1[CH:3]=[C:4]2[C:8](=[CH:9][CH:10]=1)[N:7]([CH2:11][C:12]([OH:14])=[O:13])[C:6](=[O:19])[C:5]12[C:23](=[O:24])[N:22]([CH2:29][C:30]2[C:35]([CH3:36])=[C:34]([O:37][CH3:38])[C:33]([CH3:39])=[CH:32][N:31]=2)[C:21](=[O:25])[N:20]1[CH3:26], predict the reactants needed to synthesize it. The reactants are: [Cl:1][C:2]1[CH:3]=[C:4]2[C:8](=[CH:9][CH:10]=1)[N:7]([CH2:11][C:12]([O:14]C(C)(C)C)=[O:13])[C:6](=[O:19])[C:5]12[C:23](=[O:24])[NH:22][C:21](=[O:25])[N:20]1[CH3:26].Cl.Cl[CH2:29][C:30]1[C:35]([CH3:36])=[C:34]([O:37][CH3:38])[C:33]([CH3:39])=[CH:32][N:31]=1. (8) Given the product [CH3:34][O:36][C:37](=[O:55])[C:38]1[CH:43]=[C:42]([C:44](=[O:46])[CH2:45][Br:1])[CH:41]=[CH:40][C:39]=1[O:47][CH2:48][C:49]1[CH:54]=[CH:53][CH:52]=[CH:51][CH:50]=1, predict the reactants needed to synthesize it. The reactants are: [Br-:1].[Br-].[Br-].C1([N+](C)(C)C)C=CC=CC=1.C1([N+](C)(C)C)C=CC=CC=1.C1([N+](C)(C)C)C=CC=CC=1.[CH2:34]([O:36][C:37](=[O:55])[C:38]1[CH:43]=[C:42]([C:44](=[O:46])[CH3:45])[CH:41]=[CH:40][C:39]=1[O:47][CH2:48][C:49]1[CH:54]=[CH:53][CH:52]=[CH:51][CH:50]=1)C.O. (9) Given the product [C:17]1([C:2]2[N:7]=[N:6][C:5]([NH2:8])=[CH:4][CH:3]=2)[CH:22]=[CH:21][CH:20]=[CH:19][CH:18]=1, predict the reactants needed to synthesize it. The reactants are: Br[C:2]1[N:7]=[N:6][C:5]([NH2:8])=[CH:4][CH:3]=1.[Cl-].[Li+].C(=O)([O-])[O-].[Na+].[Na+].[C:17]1(B(O)O)[CH:22]=[CH:21][CH:20]=[CH:19][CH:18]=1.